From a dataset of HIV replication inhibition screening data with 41,000+ compounds from the AIDS Antiviral Screen. Binary Classification. Given a drug SMILES string, predict its activity (active/inactive) in a high-throughput screening assay against a specified biological target. (1) The compound is CC(C)(C)c1ccc(OC2CCO2)cc1. The result is 0 (inactive). (2) The compound is CCCCCCc1cc(C(=O)Nc2ccc(Cl)cc2)nc(S)n1. The result is 0 (inactive). (3) The molecule is c1ccc2c(c1)nc1n2CC2(CS1)CSc1nc3ccccc3n1C2. The result is 0 (inactive). (4) The compound is C=C([Si](C)(C)C)[Si](C)(C)C. The result is 0 (inactive). (5) The molecule is Fc1cccc(C=NC23CC4CC(CC(C4)C2)C3)c1. The result is 0 (inactive).